From a dataset of Catalyst prediction with 721,799 reactions and 888 catalyst types from USPTO. Predict which catalyst facilitates the given reaction. (1) Reactant: Cl[C:2]1[CH:3]=[CH:4][C:5]2[N:6]([C:8]([C:11]3[O:19][C:18]4[CH:17]=[CH:16][N:15]=[C:14]([O:20][CH3:21])[C:13]=4[CH:12]=3)=[CH:9][N:10]=2)[N:7]=1.[CH3:22][NH:23][CH2:24][CH:25]([C:27]1[CH:32]=[CH:31][CH:30]=[CH:29][CH:28]=1)[OH:26].C(N(CC)C(C)C)(C)C. Product: [CH3:21][O:20][C:14]1[C:13]2[CH:12]=[C:11]([C:8]3[N:6]4[N:7]=[C:2]([N:23]([CH3:22])[CH2:24][CH:25]([C:27]5[CH:32]=[CH:31][CH:30]=[CH:29][CH:28]=5)[OH:26])[CH:3]=[CH:4][C:5]4=[N:10][CH:9]=3)[O:19][C:18]=2[CH:17]=[CH:16][N:15]=1. The catalyst class is: 51. (2) Reactant: [CH2:1]([O:8][C:9]([NH:11][C@@H:12]1[CH2:21][C:20]2[CH:19]=[C:18]([O:22][C:23]3[CH:24]=[CH:25][C:26]([NH:33]C(OC(C)(C)C)=O)=[C:27]([CH:32]=3)[C:28]([O:30][CH3:31])=[O:29])[CH:17]=[CH:16][C:15]=2[CH2:14][CH2:13]1)=[O:10])[C:2]1[CH:7]=[CH:6][CH:5]=[CH:4][CH:3]=1.Cl. Product: [NH2:33][C:26]1[CH:25]=[CH:24][C:23]([O:22][C:18]2[CH:17]=[CH:16][C:15]3[CH2:14][CH2:13][C@H:12]([NH:11][C:9]([O:8][CH2:1][C:2]4[CH:3]=[CH:4][CH:5]=[CH:6][CH:7]=4)=[O:10])[CH2:21][C:20]=3[CH:19]=2)=[CH:32][C:27]=1[C:28]([O:30][CH3:31])=[O:29]. The catalyst class is: 12. (3) Reactant: Cl[C:2]1C=C(C=C[CH:11]=1)C(OO)=O.C(S[C:15]1[CH:19]=[CH:18][S:17][C:16]=1[C:20]1[O:21][C:22]2[CH:28]=[CH:27][C:26]([S:29][C:30]([F:33])([F:32])[F:31])=[CH:25][C:23]=2[N:24]=1)C.[S:34]([O-:38])([O-])(=[O:36])=S.[Na+].[Na+]. Product: [CH2:2]([S:34]([C:15]1[CH:19]=[CH:18][S:17][C:16]=1[C:20]1[O:21][C:22]2[CH:28]=[CH:27][C:26]([S:29][C:30]([F:32])([F:33])[F:31])=[CH:25][C:23]=2[N:24]=1)(=[O:38])=[O:36])[CH3:11]. The catalyst class is: 22.